Dataset: Full USPTO retrosynthesis dataset with 1.9M reactions from patents (1976-2016). Task: Predict the reactants needed to synthesize the given product. (1) Given the product [CH:11]1([C:8]2[C:7]3[O:1][CH2:2][CH2:3][NH:4][CH2:5][C:6]=3[S:10][CH:9]=2)[CH2:12][CH2:13][CH2:14]1, predict the reactants needed to synthesize it. The reactants are: [O:1]1[C:7]2[C:8]([C:11]3(O)[CH2:14][CH2:13][CH2:12]3)=[CH:9][S:10][C:6]=2[CH2:5][NH:4][CH2:3][CH2:2]1.C([SiH](CC)CC)C.FC(F)(F)C(O)=O. (2) Given the product [CH3:1][O:2][C:3]1[CH:4]=[C:5]2[C:10](=[CH:11][C:12]=1[O:13][CH3:14])[N:9]=[CH:8][N:7]=[C:6]2[O:15][C:16]1[CH:26]=[CH:25][C:19]([O:20][CH2:21][C:22]([N:45]2[CH2:41][CH2:40][CH2:39][CH2:44][CH2:43]2)=[O:23])=[CH:18][CH:17]=1, predict the reactants needed to synthesize it. The reactants are: [CH3:1][O:2][C:3]1[CH:4]=[C:5]2[C:10](=[CH:11][C:12]=1[O:13][CH3:14])[N:9]=[CH:8][N:7]=[C:6]2[O:15][C:16]1[CH:26]=[CH:25][C:19]([O:20][CH2:21][C:22](O)=[O:23])=[CH:18][CH:17]=1.CCN=C=NCCCN(C)C.Cl.[CH:39]1[CH:40]=[CH:41]C2N(O)N=[N:45][C:43]=2[CH:44]=1.N1CCCCC1.C(=O)([O-])O.[Na+]. (3) Given the product [CH3:17][NH:18][C:19]([C:21]1[C:22]2[CH:31]=[CH:30][C:29]([O:32][C:13]3[CH:12]=[CH:11][N:10]=[C:9]4[CH:8]=[C:7]([C:5]([N:1]5[CH2:4][CH2:3][CH2:2]5)=[O:6])[S:15][C:14]=34)=[CH:28][C:23]=2[S:24][C:25]=1[CH2:26][CH3:27])=[O:20], predict the reactants needed to synthesize it. The reactants are: [N:1]1([C:5]([C:7]2[S:15][C:14]3[C:9](=[N:10][CH:11]=[CH:12][C:13]=3Cl)[CH:8]=2)=[O:6])[CH2:4][CH2:3][CH2:2]1.[CH3:17][NH:18][C:19]([C:21]1[C:22]2[CH:31]=[CH:30][C:29]([OH:32])=[CH:28][C:23]=2[S:24][C:25]=1[CH2:26][CH3:27])=[O:20].C([O-])([O-])=O.[Cs+].[Cs+]. (4) Given the product [Cl:1][C:2]1[C:3]2[CH:10]=[C:9]([CH3:11])[NH:8][C:4]=2[N:5]=[CH:6][N:7]=1, predict the reactants needed to synthesize it. The reactants are: [Cl:1][C:2]1[C:3]2[CH:10]=[C:9]([CH3:11])[N:8](S(C3C=CC=CC=3)(=O)=O)[C:4]=2[N:5]=[CH:6][N:7]=1.CC([O-])(C)C.[K+].C([O-])(O)=O.[Na+]. (5) Given the product [Br:1][C:17]1[N:12]2[C:13]([CH3:16])=[CH:14][N:15]=[C:10]([Cl:9])[C:11]2=[N:19][CH:18]=1, predict the reactants needed to synthesize it. The reactants are: [Br:1]N1C(=O)CCC1=O.[Cl:9][C:10]1[C:11]2[N:12]([CH:17]=[CH:18][N:19]=2)[C:13]([CH3:16])=[CH:14][N:15]=1.